The task is: Regression. Given a peptide amino acid sequence and an MHC pseudo amino acid sequence, predict their binding affinity value. This is MHC class II binding data.. This data is from Peptide-MHC class II binding affinity with 134,281 pairs from IEDB. (1) The peptide sequence is GELQIVDKLDAAFKI. The MHC is DRB3_0202 with pseudo-sequence DRB3_0202. The binding affinity (normalized) is 0.112. (2) The peptide sequence is KKVIQLSRKTFDTEY. The MHC is DRB1_1101 with pseudo-sequence DRB1_1101. The binding affinity (normalized) is 0.598. (3) The peptide sequence is YDKFLALVSTVLTGK. The binding affinity (normalized) is 0.864. The MHC is DRB1_0101 with pseudo-sequence DRB1_0101. (4) The peptide sequence is MYYVSGARSNVTFTVK. The MHC is DRB1_0701 with pseudo-sequence DRB1_0701. The binding affinity (normalized) is 0.657. (5) The peptide sequence is ENVIDVKLVDANGKL. The MHC is DRB5_0101 with pseudo-sequence DRB5_0101. The binding affinity (normalized) is 0.656.